Dataset: Full USPTO retrosynthesis dataset with 1.9M reactions from patents (1976-2016). Task: Predict the reactants needed to synthesize the given product. (1) Given the product [CH2:17]([O:16][C:8](=[O:15])[C:9]([C:10]([O:12][CH2:13][CH3:14])=[O:11])=[C:2]([C:1]([O:6][CH3:7])=[O:5])[CH3:4])[CH3:18], predict the reactants needed to synthesize it. The reactants are: [C:1]([O:6][CH3:7])(=[O:5])[C:2]([CH3:4])=O.[C:8]([O:16][CH2:17][CH3:18])(=[O:15])[CH2:9][C:10]([O:12][CH2:13][CH3:14])=[O:11].CCOCC. (2) Given the product [S:18]1[CH:19]=[CH:20][C:16]2[CH:15]=[CH:14][C:13]([CH2:12][CH2:11][N:41]3[C@H:34]([CH3:37])[CH2:35][O:31][C:42]3=[O:43])=[CH:21][C:17]1=2, predict the reactants needed to synthesize it. The reactants are: C(OC(NC(OC(=O)CCCCC)[C@H](C)[CH2:11][CH2:12][C:13]1[CH:14]=[CH:15][C:16]2[CH:20]=[CH:19][S:18][C:17]=2[CH:21]=1)=O)(C)(C)C.[OH-:31].[Na+].C[C:34]([CH3:37])([O-])[CH3:35].[K+].O.C[N:41](C)[CH:42]=[O:43]. (3) Given the product [NH2:23][CH2:24][CH2:25][CH2:26][C@@:27]1([C:46]2[CH:51]=[CH:50][CH:49]=[CH:48][CH:47]=2)[N:31]([C:32](=[O:37])[C@@H:33]([O:35][CH3:36])[CH3:34])[N:30]=[C:29]([C:38]2[CH:43]=[C:42]([F:44])[CH:41]=[CH:40][C:39]=2[F:45])[S:28]1, predict the reactants needed to synthesize it. The reactants are: [Si](OC(C)C=O)(C(C)(C)C)(C1C=CC=CC=1)C1C=CC=CC=1.[NH2:23][CH2:24][CH2:25][CH2:26][C@:27]1([C:46]2[CH:51]=[CH:50][CH:49]=[CH:48][CH:47]=2)[N:31]([C:32](=[O:37])[C@@H:33]([O:35][CH3:36])[CH3:34])[N:30]=[C:29]([C:38]2[CH:43]=[C:42]([F:44])[CH:41]=[CH:40][C:39]=2[F:45])[S:28]1. (4) The reactants are: [Cl:1][C:2]1[C:10]([F:11])=[C:9]2[C:5]([C:6]([S:19][C:20]3[CH:25]=[CH:24][CH:23]=[C:22]([C:26]([O:28][CH2:29][CH3:30])=[O:27])[C:21]=3[F:31])=[C:7]([CH:16]3[CH2:18][CH2:17]3)[N:8]2[CH2:12][C:13](O)=[O:14])=[CH:4][CH:3]=1.CN(C(ON1N=NC2C=CC=NC1=2)=[N+](C)C)C.F[P-](F)(F)(F)(F)F.[NH:56]1[C:64]2[C:59](=[CH:60][CH:61]=[CH:62][CH:63]=2)[CH2:58][CH2:57]1.CCN(C(C)C)C(C)C. Given the product [Cl:1][C:2]1[C:10]([F:11])=[C:9]2[C:5]([C:6]([S:19][C:20]3[C:21]([F:31])=[C:22]([CH:23]=[CH:24][CH:25]=3)[C:26]([O:28][CH2:29][CH3:30])=[O:27])=[C:7]([CH:16]3[CH2:18][CH2:17]3)[N:8]2[CH2:12][C:13]([N:56]2[C:64]3[C:59](=[CH:60][CH:61]=[CH:62][CH:63]=3)[CH2:58][CH2:57]2)=[O:14])=[CH:4][CH:3]=1, predict the reactants needed to synthesize it. (5) Given the product [OH:6][C:7]1[CH:8]=[N:9][CH:10]=[C:11]([C:13]#[C:14][C:15]2[CH:20]=[CH:19][CH:18]=[CH:17][CH:16]=2)[CH:12]=1, predict the reactants needed to synthesize it. The reactants are: B(Br)(Br)Br.C[O:6][C:7]1[CH:8]=[N:9][CH:10]=[C:11]([C:13]#[C:14][C:15]2[CH:20]=[CH:19][CH:18]=[CH:17][CH:16]=2)[CH:12]=1.C(=O)(O)[O-].[Na+]. (6) Given the product [CH3:29][C:30]1[N:35]=[CH:34][C:33]([C:16]2[N:17]=[C:18]([N:21]3[CH2:26][CH2:25][O:24][CH2:23][CH2:22]3)[C:19]3[S:20][C:12]([CH2:11][N:8]4[CH2:9][CH2:10][N:5]([S:2]([CH3:1])(=[O:4])=[O:3])[CH2:6][CH2:7]4)=[CH:13][C:14]=3[N:15]=2)=[CH:32][N:31]=1, predict the reactants needed to synthesize it. The reactants are: [CH3:1][S:2]([N:5]1[CH2:10][CH2:9][N:8]([CH2:11][C:12]2[S:20][C:19]3[C:18]([N:21]4[CH2:26][CH2:25][O:24][CH2:23][CH2:22]4)=[N:17][C:16](SC)=[N:15][C:14]=3[CH:13]=2)[CH2:7][CH2:6]1)(=[O:4])=[O:3].[CH3:29][C:30]1[N:35]=[CH:34][C:33]([Sn](CCCC)(CCCC)CCCC)=[CH:32][N:31]=1. (7) Given the product [CH3:27][C:28]1[N:29]=[C:30]([CH2:34][O:20][C:17]2[CH:18]=[CH:19][C:14]([CH2:13][C:10]3[CH:9]=[C:8]([C:7]4[C:2]([NH2:1])=[N:3][C:4]([NH2:21])=[CH:5][CH:6]=4)[O:12][N:11]=3)=[CH:15][CH:16]=2)[CH:31]=[CH:32][CH:33]=1, predict the reactants needed to synthesize it. The reactants are: [NH2:1][C:2]1[C:7]([C:8]2[O:12][N:11]=[C:10]([CH2:13][C:14]3[CH:19]=[CH:18][C:17]([OH:20])=[CH:16][CH:15]=3)[CH:9]=2)=[CH:6][CH:5]=[C:4]([NH2:21])[N:3]=1.CO.[OH-].[Na+].Cl[CH2:27][C:28]1[CH:33]=[CH:32][CH:31]=[C:30]([CH3:34])[N:29]=1.